Predict the product of the given reaction. From a dataset of Forward reaction prediction with 1.9M reactions from USPTO patents (1976-2016). (1) Given the reactants FC(F)(F)S(O[C:7]1[CH:16]=[C:15]2[C:10]([CH2:11][CH2:12][CH2:13][C:14]32[CH2:21][CH2:20][CH2:19][N:18]2[CH:22]=[N:23][CH:24]=[C:17]32)=[CH:9][CH:8]=1)(=O)=O.[CH3:27][N:28](C)C=O, predict the reaction product. The product is: [C:14]12([CH2:21][CH2:20][CH2:19][N:18]3[CH:22]=[N:23][CH:24]=[C:17]13)[C:15]1[C:10](=[CH:9][CH:8]=[C:7]([C:27]#[N:28])[CH:16]=1)[CH2:11][CH2:12][CH2:13]2. (2) Given the reactants [Br:1][C:2]1[C:3]2[N:4]([N:9]=[CH:10][N:11]=2)[CH:5]=[C:6](I)[CH:7]=1.CC1(C)C(C)(C)OB([C:20]2[CH:21]=[C:22]([CH:27]=[CH:28][CH:29]=2)[C:23]([O:25][CH3:26])=[O:24])O1.C(=O)([O-])[O-].[Na+].[Na+], predict the reaction product. The product is: [Br:1][C:2]1[C:3]2[N:4]([N:9]=[CH:10][N:11]=2)[CH:5]=[C:6]([C:20]2[CH:21]=[C:22]([CH:27]=[CH:28][CH:29]=2)[C:23]([O:25][CH3:26])=[O:24])[CH:7]=1. (3) The product is: [Cl:12][C:13]1[C:18]([Cl:19])=[CH:17][CH:16]=[CH:15][C:14]=1[O:8][CH:6]1[CH2:7][N:2]([CH3:1])[CH2:3][C:4]2[O:11][CH:10]=[CH:9][C:5]1=2. Given the reactants [CH3:1][N:2]1[CH2:7][CH:6]([OH:8])[C:5]2[CH:9]=[CH:10][O:11][C:4]=2[CH2:3]1.[Cl:12][C:13]1[C:18]([Cl:19])=[CH:17][CH:16]=[CH:15][C:14]=1F, predict the reaction product. (4) Given the reactants C(NC(C)C)(C)C.C([Li])CCC.[CH2:13]([O:15][C:16](=[O:27])[CH2:17][C:18]1[CH:23]=[CH:22][C:21]([S:24][CH3:25])=[C:20]([Cl:26])[CH:19]=1)[CH3:14].I[CH2:29][CH:30]1[CH2:34][CH2:33][CH2:32][CH2:31]1, predict the reaction product. The product is: [CH2:13]([O:15][C:16](=[O:27])[CH:17]([C:18]1[CH:23]=[CH:22][C:21]([S:24][CH3:25])=[C:20]([Cl:26])[CH:19]=1)[CH2:29][CH:30]1[CH2:34][CH2:33][CH2:32][CH2:31]1)[CH3:14]. (5) Given the reactants [Li+].CC([N-]C(C)C)C.[CH2:9]1[CH2:14]CC[CH2:11][CH2:10]1.[OH:15][C:16]1[CH:21]=[C:20]([CH3:22])[O:19][C:18](=[O:23])[C:17]=1[C:24](=[O:33])[CH2:25][CH2:26][C:27]1[CH:32]=[CH:31][CH:30]=[CH:29][CH:28]=1.ICCCC.CN(P(N(C)C)(N(C)C)=O)C.Cl, predict the reaction product. The product is: [OH:15][C:16]1[CH:21]=[C:20]([CH2:22][CH2:14][CH2:9][CH2:10][CH3:11])[O:19][C:18](=[O:23])[C:17]=1[C:24](=[O:33])[CH2:25][CH2:26][C:27]1[CH:28]=[CH:29][CH:30]=[CH:31][CH:32]=1. (6) Given the reactants C[O:2][C:3](=[O:34])[CH2:4][O:5][C:6]1[CH:14]=[CH:13][C:12]([S:15][CH2:16][C:17]2[CH:22]=[CH:21][C:20]([CH2:23][C:24]3[CH:29]=[CH:28][C:27]([C:30]([F:33])([F:32])[F:31])=[CH:26][CH:25]=3)=[CH:19][CH:18]=2)=[C:11]2[C:7]=1[CH2:8][CH2:9][CH2:10]2, predict the reaction product. The product is: [F:32][C:30]([F:31])([F:33])[C:27]1[CH:28]=[CH:29][C:24]([CH2:23][C:20]2[CH:19]=[CH:18][C:17]([CH2:16][S:15][C:12]3[CH:13]=[CH:14][C:6]([O:5][CH2:4][C:3]([OH:34])=[O:2])=[C:7]4[C:11]=3[CH2:10][CH2:9][CH2:8]4)=[CH:22][CH:21]=2)=[CH:25][CH:26]=1. (7) Given the reactants [Cl:1][C:2]1[CH:3]=[C:4]([S:8]([NH:11][CH2:12][C:13]2[S:14][C:15]([C:18]3[CH:23]=[CH:22][CH:21]=[C:20]([S:24]([CH3:27])(=[O:26])=[O:25])[CH:19]=3)=[CH:16][CH:17]=2)(=[O:10])=[O:9])[CH:5]=[CH:6][CH:7]=1.[H-].[Na+].Br[CH2:31][CH:32]([CH3:34])[CH3:33], predict the reaction product. The product is: [Cl:1][C:2]1[CH:3]=[C:4]([S:8]([N:11]([CH2:31][CH:32]([CH3:34])[CH3:33])[CH2:12][C:13]2[S:14][C:15]([C:18]3[CH:23]=[CH:22][CH:21]=[C:20]([S:24]([CH3:27])(=[O:26])=[O:25])[CH:19]=3)=[CH:16][CH:17]=2)(=[O:9])=[O:10])[CH:5]=[CH:6][CH:7]=1.